This data is from Full USPTO retrosynthesis dataset with 1.9M reactions from patents (1976-2016). The task is: Predict the reactants needed to synthesize the given product. (1) Given the product [CH:28]([O:30][C:2]1[CH:7]=[CH:6][C:5]([C:8]2[N:12]=[C:11]([C:13]3[CH:17]=[C:16]([CH3:18])[N:15]([CH2:19][C:20]4[CH:25]=[CH:24][C:23]([CH3:26])=[CH:22][CH:21]=4)[N:14]=3)[O:10][N:9]=2)=[CH:4][CH:3]=1)([CH3:29])[CH3:27], predict the reactants needed to synthesize it. The reactants are: I[C:2]1[CH:7]=[CH:6][C:5]([C:8]2[N:12]=[C:11]([C:13]3[CH:17]=[C:16]([CH3:18])[N:15]([CH2:19][C:20]4[CH:25]=[CH:24][C:23]([CH3:26])=[CH:22][CH:21]=4)[N:14]=3)[O:10][N:9]=2)=[CH:4][CH:3]=1.[CH3:27][CH:28]([OH:30])[CH3:29].N1C2C(=CC=C3C=2N=CC=C3)C=CC=1.C(=O)([O-])[O-].[Cs+].[Cs+]. (2) Given the product [C:31]([C:30]1[CH:34]=[CH:35][CH:36]=[CH:37][C:29]=1[C:28]#[C:27][C:11]12[CH2:23][CH2:22][C@@H:21]([C:24]([CH3:26])=[CH2:25])[CH:12]1[CH:13]1[C@@:8]([CH3:38])([CH2:9][CH2:10]2)[C@@:7]2([CH3:39])[CH:16]([C@:17]3([CH3:20])[CH:4]([CH2:5][CH2:6]2)[C:3]([CH3:41])([CH3:40])[C@@H:2]([O:1][C:47](=[O:49])[CH2:48][C:43]([CH3:50])([CH3:42])[C:44]([OH:46])=[O:45])[CH2:19][CH2:18]3)[CH2:15][CH2:14]1)([OH:33])=[O:32], predict the reactants needed to synthesize it. The reactants are: [OH:1][C@H:2]1[CH2:19][CH2:18][C@@:17]2([CH3:20])[CH:4]([CH2:5][CH2:6][C@:7]3([CH3:39])[CH:16]2[CH2:15][CH2:14][CH:13]2[C@@:8]3([CH3:38])[CH2:9][CH2:10][C:11]3([C:27]#[C:28][C:29]4[CH:37]=[CH:36][CH:35]=[CH:34][C:30]=4[C:31]([OH:33])=[O:32])[CH2:23][CH2:22][C@@H:21]([C:24]([CH3:26])=[CH2:25])[CH:12]32)[C:3]1([CH3:41])[CH3:40].[CH3:42][C:43]1([CH3:50])[CH2:48][C:47](=[O:49])[O:46][C:44]1=[O:45]. (3) Given the product [CH2:1]([O:3][C:4](=[O:10])[CH:5]([CH3:9])[CH:6]([NH:14][CH:11]1[CH2:13][CH2:12]1)[CH3:7])[CH3:2], predict the reactants needed to synthesize it. The reactants are: [CH2:1]([O:3][C:4](=[O:10])[CH:5]([CH3:9])[C:6](=O)[CH3:7])[CH3:2].[CH:11]1([NH2:14])[CH2:13][CH2:12]1.C(O[BH-](OC(=O)C)OC(=O)C)(=O)C.[Na+].C(O)(=O)C.